From a dataset of Kir2.1 potassium channel HTS with 301,493 compounds. Binary Classification. Given a drug SMILES string, predict its activity (active/inactive) in a high-throughput screening assay against a specified biological target. (1) The compound is s1c2c(cc([N+]([O-])=O)cc2)c(=O)nc1Nc1ccc(OC)cc1. The result is 0 (inactive). (2) The molecule is S(=O)(=O)(Nc1ccc(cc1)c1nnc(OCC)cc1)c1ccc([N+]([O-])=O)cc1. The result is 0 (inactive). (3) The compound is O=C(c1c(c(n2c1cccc2)CCC#N)C)c1ccccc1. The result is 0 (inactive). (4) The drug is O=C(NCCCOC)C(NC(OCc1ccccc1)=O)CC(=O)N. The result is 0 (inactive). (5) The molecule is Brc1ccc(CC(=O)Nc2c(Cl)cccc2)cc1. The result is 0 (inactive). (6) The drug is Clc1c(c2sc(Nc3ccc(CC)cc3)n[n+]2c2ccccc2)c(Cl)ccc1. The result is 0 (inactive).